Dataset: Forward reaction prediction with 1.9M reactions from USPTO patents (1976-2016). Task: Predict the product of the given reaction. (1) Given the reactants Cl[C:2]1[C:3]2[CH:17]=[CH:16][C:15](=[O:18])[N:14]([C:19]3[CH:24]=[CH:23][C:22]([C:25]([F:28])([F:27])[F:26])=[CH:21][CH:20]=3)[C:4]=2[N:5]=[C:6]([NH:8][CH:9]([CH2:12][OH:13])[CH2:10][OH:11])[N:7]=1.[CH3:29][S:30][C:31]1[CH:36]=[CH:35][CH:34]=[CH:33][C:32]=1B(O)O.C([O-])([O-])=O.[K+].[K+], predict the reaction product. The product is: [CH3:29][S:30][C:31]1[CH:36]=[CH:35][CH:34]=[CH:33][C:32]=1[C:2]1[C:3]2[CH:17]=[CH:16][C:15](=[O:18])[N:14]([C:19]3[CH:20]=[CH:21][C:22]([C:25]([F:27])([F:26])[F:28])=[CH:23][CH:24]=3)[C:4]=2[N:5]=[C:6]([NH:8][CH:9]([CH2:12][OH:13])[CH2:10][OH:11])[N:7]=1. (2) Given the reactants [CH3:1][O:2][C:3]1[CH:12]=[C:11]2[C:6]([C:7]([O:13][CH2:14][C:15]3[N:19]4[N:20]=[C:21]([C:24]5[CH:25]=[CH:26][C:27]([N:30]6[CH2:35][CH2:34][N:33](C(OC(C)(C)C)=O)[CH2:32][CH2:31]6)=[N:28][CH:29]=5)[CH:22]=[CH:23][C:18]4=[N:17][N:16]=3)=[CH:8][CH:9]=[N:10]2)=[CH:5][CH:4]=1.C(O)(C(F)(F)F)=O.C(Cl)Cl, predict the reaction product. The product is: [CH3:1][O:2][C:3]1[CH:12]=[C:11]2[C:6]([C:7]([O:13][CH2:14][C:15]3[N:19]4[N:20]=[C:21]([C:24]5[CH:29]=[N:28][C:27]([N:30]6[CH2:31][CH2:32][NH:33][CH2:34][CH2:35]6)=[CH:26][CH:25]=5)[CH:22]=[CH:23][C:18]4=[N:17][N:16]=3)=[CH:8][CH:9]=[N:10]2)=[CH:5][CH:4]=1. (3) Given the reactants Br[C:2]1[CH:7]=[CH:6][CH:5]=[C:4]([Br:8])[N:3]=1.[NH:9]1[CH2:14][CH2:13][CH2:12][CH2:11][CH2:10]1.P([O-])([O-])([O-])=O.[K+].[K+].[K+].BrC1C(Br)=NC=CC=1, predict the reaction product. The product is: [Br:8][C:4]1[CH:5]=[CH:6][CH:7]=[C:2]([N:9]2[CH2:14][CH2:13][CH2:12][CH2:11][CH2:10]2)[N:3]=1. (4) Given the reactants [F:1][C:2]1[CH:19]=[C:18]([F:20])[CH:17]=[CH:16][C:3]=1[O:4][C:5]1[CH:6]=[CH:7][C:8]2[C:9](=O)[NH:10][N:11]=[CH:12][C:13]=2[N:14]=1.O=P(Cl)(Cl)[Cl:23], predict the reaction product. The product is: [Cl:23][C:9]1[C:8]2[CH:7]=[CH:6][C:5]([O:4][C:3]3[CH:16]=[CH:17][C:18]([F:20])=[CH:19][C:2]=3[F:1])=[N:14][C:13]=2[CH:12]=[N:11][N:10]=1. (5) Given the reactants Br[C:2]1[CH:3]=[C:4]([C:8]2([C:19]3[CH:24]=[CH:23][N:22]=[C:21]([CH:25]([F:27])[F:26])[CH:20]=3)[C:16]3[C:11](=[C:12]([F:17])[CH:13]=[CH:14][CH:15]=3)[C:10]([NH2:18])=[N:9]2)[CH:5]=[CH:6][CH:7]=1.[N:28]1[CH:33]=[C:32](B(O)O)[CH:31]=[N:30][CH:29]=1.C(=O)([O-])[O-].[Cs+].[Cs+], predict the reaction product. The product is: [F:26][CH:25]([F:27])[C:21]1[CH:20]=[C:19]([C:8]2([C:4]3[CH:5]=[CH:6][CH:7]=[C:2]([C:32]4[CH:33]=[N:28][CH:29]=[N:30][CH:31]=4)[CH:3]=3)[C:16]3[C:11](=[C:12]([F:17])[CH:13]=[CH:14][CH:15]=3)[C:10]([NH2:18])=[N:9]2)[CH:24]=[CH:23][N:22]=1. (6) Given the reactants [Cl:1][C:2]1[C:3](/[CH:16]=[CH:17]/[C:18]([O:20][CH3:21])=[O:19])=[C:4]([C:12]([O:14][CH3:15])=[O:13])[C:5]2[C:9]([CH:10]=1)=[N:8][N:7]([CH3:11])[CH:6]=2, predict the reaction product. The product is: [Cl:1][C:2]1[C:3]([CH2:16][CH2:17][C:18]([O:20][CH3:21])=[O:19])=[C:4]([C:12]([O:14][CH3:15])=[O:13])[C:5]2[C:9]([CH:10]=1)=[N:8][N:7]([CH3:11])[CH:6]=2. (7) Given the reactants [N:1]([C:4]1[C:9]([F:10])=[CH:8][N:7]=[CH:6][C:5]=1/[CH:11]=[N:12]/[C:13]1[C:18]([Cl:19])=[CH:17][C:16]([N+:20]([O-:22])=[O:21])=[CH:15][C:14]=1[Cl:23])=[N+]=[N-], predict the reaction product. The product is: [Cl:23][C:14]1[CH:15]=[C:16]([N+:20]([O-:22])=[O:21])[CH:17]=[C:18]([Cl:19])[C:13]=1[N:12]1[CH:11]=[C:5]2[CH:6]=[N:7][CH:8]=[C:9]([F:10])[C:4]2=[N:1]1.